This data is from hERG potassium channel inhibition data for cardiac toxicity prediction from Karim et al.. The task is: Regression/Classification. Given a drug SMILES string, predict its toxicity properties. Task type varies by dataset: regression for continuous values (e.g., LD50, hERG inhibition percentage) or binary classification for toxic/non-toxic outcomes (e.g., AMES mutagenicity, cardiotoxicity, hepatotoxicity). Dataset: herg_karim. (1) The molecule is NC1=NC(c2ccnc(C(F)(F)F)c2)(c2ccc(F)c(-c3cncnc3)c2)c2cccc(F)c21. The result is 0 (non-blocker). (2) The drug is CN1CCN(c2ccc3nc(Nc4ccc(Br)cn4)[nH]c3c2)CC1. The result is 1 (blocker).